From a dataset of Forward reaction prediction with 1.9M reactions from USPTO patents (1976-2016). Predict the product of the given reaction. (1) Given the reactants [NH2:1][C:2]1[C:3]([CH2:10][C:11]([O:13]CC)=O)=[N:4][C:5](Br)=[C:6]([Cl:8])[CH:7]=1.[C:16]([C:18]1[CH:23]=[CH:22][CH:21]=[CH:20][CH:19]=1)#[CH:17].C(OCC)(=O)C, predict the reaction product. The product is: [Cl:8][C:6]1[CH:7]=[C:2]2[NH:1][C:11](=[O:13])[CH2:10][C:3]2=[N:4][C:5]=1[C:17]#[C:16][C:18]1[CH:23]=[CH:22][CH:21]=[CH:20][CH:19]=1. (2) Given the reactants [Cl:1][C:2]1[CH:3]=[C:4]2[C:8](=[CH:9][CH:10]=1)[NH:7][C:6](=[O:11])[CH2:5]2.[H-].[Na+].[CH3:14][O:15][CH2:16][CH2:17][O:18][CH2:19][CH2:20][O:21][C:22]1[CH:31]=[C:30]2[C:25]([C:26](SC)=[N:27][CH:28]=[N:29]2)=[CH:24][CH:23]=1.Cl, predict the reaction product. The product is: [ClH:1].[Cl:1][C:2]1[CH:3]=[C:4]2[C:8](=[CH:9][CH:10]=1)[NH:7][C:6](=[O:11])[CH:5]2[C:26]1[C:25]2[C:30](=[CH:31][C:22]([O:21][CH2:20][CH2:19][O:18][CH2:17][CH2:16][O:15][CH3:14])=[CH:23][CH:24]=2)[N:29]=[CH:28][N:27]=1. (3) Given the reactants [CH3:1][C:2]1([CH3:31])[O:6][C@H:5]2[C@H:7]([NH:11][C:12]([C:25]3[CH:30]=[CH:29][CH:28]=[CH:27][CH:26]=3)([C:19]3[CH:24]=[CH:23][CH:22]=[CH:21][CH:20]=3)[C:13]3[CH:18]=[CH:17][CH:16]=[CH:15][CH:14]=3)[CH2:8][C@H:9]([OH:10])[C@H:4]2[O:3]1.[H-].[Na+].CC1C=CC(S(O[CH2:45][CH2:46][O:47][C:48]([CH3:51])([CH3:50])[CH3:49])(=O)=O)=CC=1, predict the reaction product. The product is: [C:48]([O:47][CH2:46][CH2:45][O:10][C@@H:9]1[C@H:4]2[O:3][C:2]([CH3:31])([CH3:1])[O:6][C@H:5]2[C@H:7]([NH:11][C:12]([C:13]2[CH:18]=[CH:17][CH:16]=[CH:15][CH:14]=2)([C:25]2[CH:30]=[CH:29][CH:28]=[CH:27][CH:26]=2)[C:19]2[CH:20]=[CH:21][CH:22]=[CH:23][CH:24]=2)[CH2:8]1)([CH3:51])([CH3:50])[CH3:49]. (4) The product is: [F:36][C:37]1[CH:42]=[CH:41][C:40]([NH:43][C:44]([NH:1][C:2]2[CH:3]=[CH:4][C:5]([S:8]([CH:11]([CH2:16][CH2:17][N:18]3[C:23](=[O:24])[C:22]4[CH:25]=[CH:26][CH:27]=[CH:28][C:21]=4[N:20]=[N:19]3)[C:12]([O:14][CH3:15])=[O:13])(=[O:10])=[O:9])=[CH:6][CH:7]=2)=[O:45])=[CH:39][CH:38]=1. Given the reactants [NH2:1][C:2]1[CH:7]=[CH:6][C:5]([S:8]([CH:11]([CH2:16][CH2:17][N:18]2[C:23](=[O:24])[C:22]3[CH:25]=[CH:26][CH:27]=[CH:28][C:21]=3[N:20]=[N:19]2)[C:12]([O:14][CH3:15])=[O:13])(=[O:10])=[O:9])=[CH:4][CH:3]=1.C(N(CC)CC)C.[F:36][C:37]1[CH:42]=[CH:41][C:40]([N:43]=[C:44]=[O:45])=[CH:39][CH:38]=1, predict the reaction product. (5) Given the reactants Br[C:2]1[CH:7]=[C:6]([NH:8][C:9]([NH:11][CH2:12][CH3:13])=[O:10])[N:5]=[CH:4][C:3]=1[C:14]1[CH:15]=[N:16][CH:17]=[C:18]([C:20]2[O:21][C:22](=[O:25])[NH:23][N:24]=2)[CH:19]=1.CC1(C)C(C)(C)OB([C:34]2[CH:35]=[N:36][N:37]([CH2:39][CH2:40][N:41]3[CH2:46][CH2:45][O:44][CH2:43][CH2:42]3)[CH:38]=2)O1.C([O-])([O-])=O.[K+].[K+].O, predict the reaction product. The product is: [CH2:12]([NH:11][C:9]([NH:8][C:6]1[N:5]=[CH:4][C:3]([C:14]2[CH:15]=[N:16][CH:17]=[C:18]([C:20]3[O:21][C:22](=[O:25])[NH:23][N:24]=3)[CH:19]=2)=[C:2]([C:34]2[CH:35]=[N:36][N:37]([CH2:39][CH2:40][N:41]3[CH2:46][CH2:45][O:44][CH2:43][CH2:42]3)[CH:38]=2)[CH:7]=1)=[O:10])[CH3:13].